Dataset: Full USPTO retrosynthesis dataset with 1.9M reactions from patents (1976-2016). Task: Predict the reactants needed to synthesize the given product. (1) Given the product [Cl:1][C:2]1[CH:9]=[CH:8][C:5]([CH2:6][N:27]2[CH2:28][CH:24]3[CH2:23][N:22]([C:29]([O:31][N:40]4[C:41](=[O:42])[CH2:36][CH2:37][C:38]4=[O:39])=[O:30])[CH2:21][CH:25]3[CH2:26]2)=[C:4]([N:18]2[CH2:19][CH2:20][N:15]([S:12]([CH3:11])(=[O:14])=[O:13])[CH2:16][CH2:17]2)[CH:3]=1, predict the reactants needed to synthesize it. The reactants are: [Cl:1][C:2]1[CH:9]=[CH:8][C:5]([CH:6]=O)=[C:4](F)[CH:3]=1.[CH3:11][S:12]([N:15]1[CH2:20][CH2:19][NH:18][CH2:17][CH2:16]1)(=[O:14])=[O:13].[CH2:21]1[CH:25]2[CH2:26][NH:27][CH2:28][CH:24]2[CH2:23][N:22]1[C:29]([O:31]C(C)(C)C)=[O:30].[CH2:36]1[C:41](=[O:42])[N:40](OC(O[N:40]2[C:41](=[O:42])[CH2:36][CH2:37][C:38]2=[O:39])=O)[C:38](=[O:39])[CH2:37]1. (2) Given the product [C:4]([O:6][CH2:7][CH2:8][O:9][C:28]([C:25]1([CH3:27])[CH2:24][CH2:23][C:18]2[C:17](=[C:16]([CH3:31])[C:15]([CH3:14])=[C:20]([OH:21])[C:19]=2[CH3:22])[O:26]1)=[O:29])(=[O:5])[C:2]([CH3:1])=[CH2:3], predict the reactants needed to synthesize it. The reactants are: [CH3:1][C:2]([C:4]([O:6][CH2:7][CH2:8][OH:9])=[O:5])=[CH2:3].C(Cl)CCl.[CH3:14][C:15]1[C:16]([CH3:31])=[C:17]2[O:26][C:25]([C:28](O)=[O:29])([CH3:27])[CH2:24][CH2:23][C:18]2=[C:19]([CH3:22])[C:20]=1[OH:21]. (3) Given the product [C:12]([C:9]1[CH:10]=[CH:11][C:6]([CH2:5][CH2:4][C:3]([OH:23])=[O:2])=[C:7]([O:16][CH:17]2[CH2:18][CH2:19][O:20][CH2:21][CH2:22]2)[CH:8]=1)([CH3:15])([CH3:13])[CH3:14], predict the reactants needed to synthesize it. The reactants are: C[O:2][C:3](=[O:23])[CH2:4][CH2:5][C:6]1[CH:11]=[CH:10][C:9]([C:12]([CH3:15])([CH3:14])[CH3:13])=[CH:8][C:7]=1[O:16][CH:17]1[CH2:22][CH2:21][O:20][CH2:19][CH2:18]1.[OH-].[Na+].Cl.